Dataset: hERG Central: cardiac toxicity at 1µM, 10µM, and general inhibition. Task: Predict hERG channel inhibition at various concentrations. (1) The compound is COc1ccc(C(=O)C2CN(C)CC2c2ccc(Cl)cc2)cc1. Results: hERG_inhib (hERG inhibition (general)): blocker. (2) The compound is CCc1ccc(NC(=O)C(=O)NCCN2CCN(C(=O)c3ccco3)CC2)cc1. Results: hERG_inhib (hERG inhibition (general)): blocker. (3) The drug is CS(=O)(=O)c1ccccc1C(=O)NCCC(c1ccccc1)c1ccccc1. Results: hERG_inhib (hERG inhibition (general)): blocker.